Task: Predict the product of the given reaction.. Dataset: Forward reaction prediction with 1.9M reactions from USPTO patents (1976-2016) (1) Given the reactants C(=O)([O-])[O-].[K+].[K+].FC(F)(F)S(O[C:13]1[CH2:17][CH2:16][CH2:15][C:14]=1[C:18]([O:20][CH3:21])=[O:19])(=O)=O.[C:24]([C:26]1[CH:27]=[C:28](B(O)O)[CH:29]=[CH:30][CH:31]=1)#[N:25].O, predict the reaction product. The product is: [C:24]([C:26]1[CH:31]=[C:30]([C:13]2[CH2:17][CH2:16][CH2:15][C:14]=2[C:18]([O:20][CH3:21])=[O:19])[CH:29]=[CH:28][CH:27]=1)#[N:25]. (2) Given the reactants [CH3:1][O:2][C:3]1[CH:4]=[C:5]([NH2:11])[CH:6]=[CH:7][C:8]=1[O:9][CH3:10].[CH2:12](N(C(C)C)C(C)C)C.IC, predict the reaction product. The product is: [CH3:1][O:2][C:3]1[CH:4]=[C:5]([NH:11][CH3:12])[CH:6]=[CH:7][C:8]=1[O:9][CH3:10]. (3) Given the reactants [Si](C=[N+]=[N-])(C)(C)[CH3:2].Cl.[Cl:9][C:10]1[C:11]([CH2:16][C:17]([OH:19])=[O:18])=[N:12][CH:13]=[CH:14][CH:15]=1, predict the reaction product. The product is: [CH3:2][O:18][C:17](=[O:19])[CH2:16][C:11]1[C:10]([Cl:9])=[CH:15][CH:14]=[CH:13][N:12]=1. (4) Given the reactants [CH3:1][C:2]1[C:6]([CH:7]([OH:26])[C:8]2[O:9][C:10]3[CH:16]=[CH:15][C:14]([CH2:17][NH:18]C(=O)OC(C)(C)C)=[CH:13][C:11]=3[CH:12]=2)=[C:5]([CH3:27])[O:4][N:3]=1.Cl, predict the reaction product. The product is: [NH2:18][CH2:17][C:14]1[CH:15]=[CH:16][C:10]2[O:9][C:8]([CH:7]([C:6]3[C:2]([CH3:1])=[N:3][O:4][C:5]=3[CH3:27])[OH:26])=[CH:12][C:11]=2[CH:13]=1. (5) Given the reactants [NH:1]1[C:11]2[C:6](=[CH:7][CH:8]=[CH:9][CH:10]=2)[C:4](=O)[C:2]1=[O:3].[OH-:12].[K+].[C:14]([C:17]1[O:18][C:19]([CH3:22])=[CH:20][CH:21]=1)(=O)[CH3:15], predict the reaction product. The product is: [CH3:22][C:19]1[O:18][C:17]([C:14]2[CH:15]=[C:4]([C:2]([OH:12])=[O:3])[C:6]3[C:11](=[CH:10][CH:9]=[CH:8][CH:7]=3)[N:1]=2)=[CH:21][CH:20]=1. (6) Given the reactants [C:1]([O:5][C:6](=[O:13])[NH:7][C:8]1[N:9]=[CH:10][S:11][CH:12]=1)([CH3:4])([CH3:3])[CH3:2].C[Si](C)(C)[N-][Si](C)(C)C.[Li+].[Cl:24][C:25]1[C:26]([F:36])=[CH:27][C:28]([F:35])=[C:29]([S:31](Cl)(=[O:33])=[O:32])[CH:30]=1.[Cl-].[NH4+], predict the reaction product. The product is: [Cl:24][C:25]1[C:26]([F:36])=[CH:27][C:28]([F:35])=[C:29]([S:31]([N:7]([C:8]2[N:9]=[CH:10][S:11][CH:12]=2)[C:6](=[O:13])[O:5][C:1]([CH3:4])([CH3:2])[CH3:3])(=[O:33])=[O:32])[CH:30]=1.